From a dataset of M1 muscarinic receptor agonist screen with 61,833 compounds. Binary Classification. Given a drug SMILES string, predict its activity (active/inactive) in a high-throughput screening assay against a specified biological target. (1) The molecule is Brc1cc(N(S(=O)(=O)C)CC(=O)N2CCCCCC2)ccc1. The result is 0 (inactive). (2) The molecule is S(=O)(=O)(N1CC(CCC1)C(=O)NCC=C)C. The result is 0 (inactive). (3) The compound is s1c(nnc1N)c1ccc(OCC)cc1. The result is 0 (inactive). (4) The molecule is OC(=O)C1C2CCN(C1)CC2. The result is 1 (active). (5) The drug is Brc1oc(C(=O)NCC(OCC(=O)Nc2cc(S(=O)(=O)C)ccc2Cl)=O)cc1. The result is 0 (inactive). (6) The molecule is S(=O)(=O)(NC(CC(=O)NCc1occc1)c1occc1)c1ccc(cc1)C. The result is 0 (inactive). (7) The compound is o1c2c(c3c1cccc3)ccc(NC(=O)COc1cc3OCOc3cc1)c2. The result is 0 (inactive). (8) The compound is s1c(N(C(=O)COC)C)nnc1c1ncc(nc1)C. The result is 0 (inactive). (9) The compound is S(Cc1c2cc3CCCc3cc2oc(=O)c1)c1nc(N)cc(n1)N. The result is 0 (inactive). (10) The compound is s1c2c(CCC2)c2c1n1c(n(c2=O)c2c(OC)cccc2)nnc1SC(C)C. The result is 0 (inactive).